From a dataset of Tyrosyl-DNA phosphodiesterase HTS with 341,365 compounds. Binary Classification. Given a drug SMILES string, predict its activity (active/inactive) in a high-throughput screening assay against a specified biological target. (1) The drug is s1c2c(=O)n(CCCCCC(=O)NCc3cc4OCOc4cc3)c(=O)[nH]c2cc1. The result is 0 (inactive). (2) The molecule is S(c1c([N+]([O-])=O)cc(C(=O)N(CCOC)CCOC)cc1)Cc1ccc(cc1)C. The result is 0 (inactive). (3) The compound is s1nc2c([nH]cnc2=O)c1C(=O)Nc1cc(CC)ccc1. The result is 0 (inactive). (4) The compound is O=C(Nc1c2c(nccc2)ccc1)C12CC3CC(C1)CC(C2)C3. The result is 0 (inactive). (5) The result is 0 (inactive). The molecule is OC(c1ccccc1)(c1ccccc1)C(=O)NNC(=O)C(=O)/C=C(/O)c1ccc(OC)cc1.